This data is from Forward reaction prediction with 1.9M reactions from USPTO patents (1976-2016). The task is: Predict the product of the given reaction. (1) Given the reactants [CH3:1][C:2]1[CH:11]=[C:10]([CH3:12])[C:9]([C:13]2[N:17]([CH2:18][O:19][CH2:20][CH2:21][Si:22]([CH3:25])([CH3:24])[CH3:23])[N:16]=[CH:15][C:14]=2[CH3:26])=[CH:8][C:3]=1[C:4]([O:6][CH3:7])=[O:5].C1C(=O)N([Cl:34])C(=O)C1, predict the reaction product. The product is: [Cl:34][C:15]1[C:14]([CH3:26])=[C:13]([C:9]2[C:10]([CH3:12])=[CH:11][C:2]([CH3:1])=[C:3]([CH:8]=2)[C:4]([O:6][CH3:7])=[O:5])[N:17]([CH2:18][O:19][CH2:20][CH2:21][Si:22]([CH3:25])([CH3:23])[CH3:24])[N:16]=1. (2) Given the reactants [Br:1][C:2]1[CH:3]=[C:4]([C:8]#[C:9][C:10]2[CH:11]=[CH:12][C:13]3[O:17][CH2:16][CH2:15][C:14]=3[CH:18]=2)[CH:5]=[CH:6][CH:7]=1.[OH2:19].CS(C)=[O:22], predict the reaction product. The product is: [Br:1][C:2]1[CH:3]=[C:4]([C:8](=[O:22])[C:9]([C:10]2[CH:11]=[CH:12][C:13]3[O:17][CH2:16][CH2:15][C:14]=3[CH:18]=2)=[O:19])[CH:5]=[CH:6][CH:7]=1. (3) Given the reactants [C:1]([N:3]=[C:4]([N:16]1[CH2:21][CH2:20][N:19]([C:22]2[S:23][C:24]([C:27]([O:29]CC)=[O:28])=[CH:25][N:26]=2)[CH2:18][CH:17]1[CH:32]([CH3:34])[CH3:33])[NH:5][C:6]1[CH:15]=[CH:14][CH:13]=[C:12]2[C:7]=1[CH:8]=[CH:9][CH:10]=[N:11]2)#[N:2].[OH-].[Na+].Cl, predict the reaction product. The product is: [C:1]([N:3]=[C:4]([N:16]1[CH2:21][CH2:20][N:19]([C:22]2[S:23][C:24]([C:27]([OH:29])=[O:28])=[CH:25][N:26]=2)[CH2:18][CH:17]1[CH:32]([CH3:34])[CH3:33])[NH:5][C:6]1[CH:15]=[CH:14][CH:13]=[C:12]2[C:7]=1[CH:8]=[CH:9][CH:10]=[N:11]2)#[N:2].